Predict the reaction yield, written as a fraction of the theoretical maximum amount of product (1.0 means a 100% yield; for example, 0.34 means a 34% yield). From a dataset of Reaction yield outcomes from USPTO patents with 853,638 reactions. (1) The reactants are [CH2:1]([O:3][C:4]1[CH:9]=[C:8]([O:10][CH2:11][CH2:12][CH2:13][C:14]2[C:15]([O:29][CH2:30][CH3:31])=[N:16][N:17]([C:19]3[CH:24]=[C:23]([C:25]([F:28])([F:27])[F:26])[CH:22]=[CH:21][N:20]=3)[CH:18]=2)[CH:7]=[CH:6][C:5]=1[CH2:32][CH2:33][C:34]([O:36]C)=[O:35])[CH3:2].[OH-].[Na+].O1CCCC1.Cl. The catalyst is C(O)C. The product is [CH2:1]([O:3][C:4]1[CH:9]=[C:8]([O:10][CH2:11][CH2:12][CH2:13][C:14]2[C:15]([O:29][CH2:30][CH3:31])=[N:16][N:17]([C:19]3[CH:24]=[C:23]([C:25]([F:28])([F:26])[F:27])[CH:22]=[CH:21][N:20]=3)[CH:18]=2)[CH:7]=[CH:6][C:5]=1[CH2:32][CH2:33][C:34]([OH:36])=[O:35])[CH3:2]. The yield is 0.800. (2) The reactants are [CH2:1]([C@@:5]1([CH2:41][CH3:42])[NH:11][C@H:10]([C:12]2[CH:17]=[CH:16][CH:15]=[CH:14][CH:13]=2)[C:9]2[CH:18]=[C:19]([O:37][CH3:38])[C:20]([CH2:22][NH:23][CH:24]([CH2:31][C:32]([O:34]CC)=[O:33])[CH2:25][C:26]([O:28]CC)=[O:27])=[CH:21][C:8]=2[S:7](=[O:40])(=[O:39])[CH2:6]1)[CH2:2][CH2:3][CH3:4].[OH-].[Li+]. The catalyst is C1COCC1.CO.O. The product is [CH2:1]([C@@:5]1([CH2:41][CH3:42])[NH:11][C@H:10]([C:12]2[CH:13]=[CH:14][CH:15]=[CH:16][CH:17]=2)[C:9]2[CH:18]=[C:19]([O:37][CH3:38])[C:20]([CH2:22][NH:23][CH:24]([CH2:31][C:32]([OH:34])=[O:33])[CH2:25][C:26]([OH:28])=[O:27])=[CH:21][C:8]=2[S:7](=[O:39])(=[O:40])[CH2:6]1)[CH2:2][CH2:3][CH3:4]. The yield is 1.00. (3) The reactants are NC1N[C:4](=[O:18])[C:5]2[C:10]([Cl:11])=[C:9]([C:12]3[CH:17]=[CH:16][CH:15]=[CH:14][CH:13]=3)[S:8][C:6]=2[N:7]=1.Cl.[O:20]1CCO[CH2:22][CH2:21]1. No catalyst specified. The product is [CH2:21]([O:20][C:4]([C:5]1[C:10]([Cl:11])=[C:9]([C:12]2[CH:17]=[CH:16][CH:15]=[CH:14][CH:13]=2)[S:8][C:6]=1[NH2:7])=[O:18])[CH3:22]. The yield is 0.540. (4) The reactants are Cl[C:2]1[CH:7]=[C:6]([N:8]2[CH2:13][CH2:12][N:11]([CH:14]3[CH2:18][CH2:17][CH2:16][CH2:15]3)[CH2:10][CH2:9]2)[CH:5]=[CH:4][N:3]=1.[NH3:19]. The catalyst is CO.[Cu]. The product is [CH:14]1([N:11]2[CH2:12][CH2:13][N:8]([C:6]3[CH:5]=[CH:4][N:3]=[C:2]([NH2:19])[CH:7]=3)[CH2:9][CH2:10]2)[CH2:18][CH2:17][CH2:16][CH2:15]1. The yield is 0.240. (5) The reactants are [C:1](Cl)(=[O:3])[CH3:2].[C:5]([O:9][C:10]([N:12]1[CH2:17][CH2:16][C:15]2([C:25]3[C:20](=[CH:21][CH:22]=[C:23]([Cl:26])[CH:24]=3)[NH:19][CH2:18]2)[CH2:14][CH2:13]1)=[O:11])([CH3:8])([CH3:7])[CH3:6].C(N(CC)CC)C. The catalyst is ClCCl. The product is [C:5]([O:9][C:10]([N:12]1[CH2:13][CH2:14][C:15]2([C:25]3[C:20](=[CH:21][CH:22]=[C:23]([Cl:26])[CH:24]=3)[N:19]([C:1](=[O:3])[CH3:2])[CH2:18]2)[CH2:16][CH2:17]1)=[O:11])([CH3:8])([CH3:6])[CH3:7]. The yield is 0.870. (6) The reactants are Br[C:2]1[CH:3]=[CH:4][C:5]([F:11])=[C:6]([C:8](=[O:10])[CH3:9])[CH:7]=1.C(N(CC)C(C)C)(C)C.[CH2:21]([SH:28])[C:22]1[CH:27]=[CH:26][CH:25]=[CH:24][CH:23]=1. The catalyst is O1CCOCC1.C1C=CC(/C=C/C(/C=C/C2C=CC=CC=2)=O)=CC=1.C1C=CC(/C=C/C(/C=C/C2C=CC=CC=2)=O)=CC=1.C1C=CC(/C=C/C(/C=C/C2C=CC=CC=2)=O)=CC=1.[Pd].[Pd].CC1(C)C2C(=C(P(C3C=CC=CC=3)C3C=CC=CC=3)C=CC=2)OC2C(P(C3C=CC=CC=3)C3C=CC=CC=3)=CC=CC1=2. The product is [CH2:21]([S:28][C:2]1[CH:3]=[CH:4][C:5]([F:11])=[C:6]([C:8](=[O:10])[CH3:9])[CH:7]=1)[C:22]1[CH:27]=[CH:26][CH:25]=[CH:24][CH:23]=1. The yield is 1.00.